Dataset: Full USPTO retrosynthesis dataset with 1.9M reactions from patents (1976-2016). Task: Predict the reactants needed to synthesize the given product. Given the product [CH:30]1([O:35][C:36](=[O:49])[C@@H:37]([NH:41][C:42]([O:44][C:45]([CH3:48])([CH3:47])[CH3:46])=[O:43])[CH2:38][CH2:39][O:1][C:2]2[CH:11]=[C:10]3[C:5]([C:6]([O:12][C:13]4[CH:14]=[CH:15][C:16]([CH2:19][C:20](=[O:21])[C:22]5[CH:23]=[CH:24][CH:25]=[CH:26][CH:27]=5)=[CH:17][CH:18]=4)=[CH:7][CH:8]=[N:9]3)=[CH:4][C:3]=2[O:28][CH3:29])[CH2:31][CH2:32][CH2:33][CH2:34]1, predict the reactants needed to synthesize it. The reactants are: [OH:1][C:2]1[CH:11]=[C:10]2[C:5]([C:6]([O:12][C:13]3[CH:18]=[CH:17][C:16]([CH2:19][C:20]([C:22]4[CH:27]=[CH:26][CH:25]=[CH:24][CH:23]=4)=[O:21])=[CH:15][CH:14]=3)=[CH:7][CH:8]=[N:9]2)=[CH:4][C:3]=1[O:28][CH3:29].[CH:30]1([O:35][C:36](=[O:49])[C@@H:37]([NH:41][C:42]([O:44][C:45]([CH3:48])([CH3:47])[CH3:46])=[O:43])[CH2:38][CH2:39]Br)[CH2:34][CH2:33][CH2:32][CH2:31]1.C(=O)([O-])[O-].[K+].[K+].